From a dataset of Full USPTO retrosynthesis dataset with 1.9M reactions from patents (1976-2016). Predict the reactants needed to synthesize the given product. (1) Given the product [CH3:20][C:18]1([CH3:21])[C:17](=[O:22])[C:16]([C:23]2[CH:28]=[CH:27][N:26]=[CH:25][CH:24]=2)=[CH:15][O:19]1, predict the reactants needed to synthesize it. The reactants are: C(OC1C=CC([C:15]2[O:19][C:18]([CH3:21])([CH3:20])[C:17](=[O:22])[C:16]=2[C:23]2[CH:28]=[CH:27][N:26]=[CH:25][CH:24]=2)=CC=1)C1C=CC=CC=1. (2) Given the product [OH:2][N:1]=[C:8]([C:7]1[CH:10]=[CH:11][CH:12]=[CH:13][C:6]=1[O:5][C:4]([F:3])([F:14])[F:15])[NH2:9], predict the reactants needed to synthesize it. The reactants are: [NH2:1][OH:2].[F:3][C:4]([F:15])([F:14])[O:5][C:6]1[CH:13]=[CH:12][CH:11]=[CH:10][C:7]=1[C:8]#[N:9].